This data is from Forward reaction prediction with 1.9M reactions from USPTO patents (1976-2016). The task is: Predict the product of the given reaction. (1) Given the reactants C([O:4][C:5]1[CH:14]=[C:13]2[C:8]([CH:9]=[C:10]([CH:16]=[O:17])[C:11](Cl)=[N:12]2)=[CH:7][CH:6]=1)(=O)C.CCN(CC)CC.O, predict the reaction product. The product is: [OH:4][C:5]1[CH:14]=[C:13]2[C:8]([CH:9]=[C:10]([CH:16]=[O:17])[CH:11]=[N:12]2)=[CH:7][CH:6]=1. (2) Given the reactants Cl.[NH2:2][CH2:3][CH2:4][N:5]([CH2:26][CH2:27][CH:28]([C:35]1[CH:40]=[CH:39][CH:38]=[CH:37][CH:36]=1)[C:29]1[CH:34]=[CH:33][CH:32]=[CH:31][CH:30]=1)[C:6]([NH:8][C:9]1[S:10][C:11]([Cl:25])=[C:12]([C:14]2[CH:19]=[CH:18][C:17]([NH:20][S:21]([CH3:24])(=[O:23])=[O:22])=[CH:16][CH:15]=2)[N:13]=1)=[O:7].N1C=CC=CC=1.[CH3:47][S:48](Cl)(=[O:50])=[O:49], predict the reaction product. The product is: [ClH:25].[Cl:25][C:11]1[S:10][C:9]([NH:8][C:6](=[O:7])[N:5]([CH2:26][CH2:27][CH:28]([C:35]2[CH:36]=[CH:37][CH:38]=[CH:39][CH:40]=2)[C:29]2[CH:34]=[CH:33][CH:32]=[CH:31][CH:30]=2)[CH2:4][CH2:3][NH:2][S:48]([CH3:47])(=[O:50])=[O:49])=[N:13][C:12]=1[C:14]1[CH:15]=[CH:16][C:17]([NH:20][S:21]([CH3:24])(=[O:22])=[O:23])=[CH:18][CH:19]=1. (3) Given the reactants [Na].O=C1O[C@H]([C@H](CO)O)C(O)=C1O.[CH2:14]([N:18]([CH2:26][C:27]([N:29]1[CH2:37][C:36]2[CH:35]=[N:34][C:33]([NH:38][CH:39]3[CH2:47][C:46]4[C:41](=[CH:42][CH:43]=[CH:44][CH:45]=4)[CH2:40]3)=[N:32][C:31]=2[CH2:30]1)=[O:28])[C:19](=[O:25])[O:20][C:21]([CH3:24])([CH3:23])[CH3:22])[CH2:15][C:16]#[CH:17].C1(C)C=CC=CC=1.[N:55]([Si](C)(C)C)=[N+:56]=[N-:57], predict the reaction product. The product is: [CH2:40]1[C:41]2[C:46](=[CH:45][CH:44]=[CH:43][CH:42]=2)[CH2:47][CH:39]1[NH:38][C:33]1[N:34]=[CH:35][C:36]2[CH2:37][N:29]([C:27](=[O:28])[CH2:26][N:18]([CH2:14][CH2:15][C:16]3[NH:57][N:56]=[N:55][CH:17]=3)[C:19](=[O:25])[O:20][C:21]([CH3:24])([CH3:23])[CH3:22])[CH2:30][C:31]=2[N:32]=1. (4) Given the reactants [CH:1]1[N:5]2[C:6]3[CH:25]=[CH:24][CH:23]=[CH:22][C:7]=3[CH2:8][CH2:9][C@@H:10]([NH:11]C(=O)OCC3C=CC=CC=3)[C:4]2=[N:3][CH:2]=1.C(O)C, predict the reaction product. The product is: [CH:1]1[N:5]2[C:6]3[CH:25]=[CH:24][CH:23]=[CH:22][C:7]=3[CH2:8][CH2:9][C@@H:10]([NH2:11])[C:4]2=[N:3][CH:2]=1. (5) Given the reactants [CH:1]([C:3]1[CH:4]=[C:5]2[C:10](=[CH:11][CH:12]=1)[N:9]=[CH:8][C:7]([C:13]#[N:14])=[C:6]2[O:15][CH:16]1[CH2:21][CH2:20]O[CH2:18][CH2:17]1)=O.[CH:22]1([NH:25][C:26]2[S:27][CH2:28][C:29](=[O:31])[N:30]=2)[CH2:24][CH2:23]1.C([O-])(=O)C.[Na+], predict the reaction product. The product is: [CH:22]1([NH:25][C:26]2[S:27]/[C:28](=[CH:1]\[C:3]3[CH:4]=[C:5]4[C:10](=[CH:11][CH:12]=3)[N:9]=[CH:8][C:7]([C:13]#[N:14])=[C:6]4[O:15][CH:16]([CH2:17][CH3:18])[CH2:21][CH3:20])/[C:29](=[O:31])[N:30]=2)[CH2:24][CH2:23]1.